Predict the product of the given reaction. From a dataset of Forward reaction prediction with 1.9M reactions from USPTO patents (1976-2016). (1) Given the reactants [F:1][C:2]1[CH:11]=[CH:10][CH:9]=[C:8]2[C:3]=1[NH:4][CH2:5][C:6](=[O:13])[N:7]2[CH3:12].ClC([O:17][C:18](Cl)(Cl)Cl)=O.C(N(C(C)C)CC)(C)C.[NH2:31][CH2:32][C:33]1[CH:38]=[CH:37][C:36]([C:39]([N:41]2[C:47]3[CH:48]=[CH:49][CH:50]=[CH:51][C:46]=3[CH2:45][N:44]3[CH:52]=[CH:53][CH2:54][C:43]3=[CH:42]2)=[O:40])=[CH:35][C:34]=1[CH3:55], predict the reaction product. The product is: [CH:54]1[CH:53]=[CH:52][N:44]2[CH2:45][C:46]3[CH:51]=[CH:50][CH:49]=[CH:48][C:47]=3[N:41]([C:39]([C:36]3[CH:37]=[CH:38][C:33]([CH2:32][NH:31][C:18]([N:4]4[C:3]5[C:8](=[CH:9][CH:10]=[CH:11][C:2]=5[F:1])[N:7]([CH3:12])[C:6](=[O:13])[CH2:5]4)=[O:17])=[C:34]([CH3:55])[CH:35]=3)=[O:40])[CH2:42][C:43]=12. (2) Given the reactants [F:1][C:2]([F:15])([C:7]1[CH:14]=[CH:13][C:10]([C:11]#N)=[CH:9][CH:8]=1)[C:3]([F:6])([F:5])[F:4].[OH-:16].[K+].[OH2:18], predict the reaction product. The product is: [F:1][C:2]([F:15])([C:7]1[CH:14]=[CH:13][C:10]([C:11]([OH:18])=[O:16])=[CH:9][CH:8]=1)[C:3]([F:6])([F:5])[F:4]. (3) Given the reactants [Cl:1][C:2]1[N:7]=[C:6]([CH2:8][NH:9][CH:10]2[CH2:12][CH2:11]2)[CH:5]=[CH:4][N:3]=1.[C:13](Cl)(=[O:15])[CH3:14].O, predict the reaction product. The product is: [Cl:1][C:2]1[N:7]=[C:6]([CH2:8][N:9]([CH:10]2[CH2:11][CH2:12]2)[C:13](=[O:15])[CH3:14])[CH:5]=[CH:4][N:3]=1. (4) Given the reactants N1(C(OC(C)(C)C)=O)CCNCC1.CN1CCNCC1.[Cl:21][C:22]1[CH:31]=[CH:30][C:29]2[N:28]=[C:27]([N:32]3[CH2:37][CH2:36][N:35](C(OC(C)(C)C)=O)[CH2:34][CH2:33]3)[C:26]3=[N:45][N:46]([CH3:48])[CH:47]=[C:25]3[C:24]=2[CH:23]=1.Cl, predict the reaction product. The product is: [Cl:21][C:22]1[CH:31]=[CH:30][C:29]2[N:28]=[C:27]([N:32]3[CH2:37][CH2:36][NH:35][CH2:34][CH2:33]3)[C:26]3=[N:45][N:46]([CH3:48])[CH:47]=[C:25]3[C:24]=2[CH:23]=1. (5) The product is: [CH3:1][O:2][C:3]1[CH:8]=[CH:7][C:6]([NH:9][C:10]([C:12]2[CH:17]=[CH:16][C:15]([C:18]3[CH:23]=[CH:22][CH:21]=[CH:20][CH:19]=3)=[CH:14][CH:13]=2)=[O:11])=[CH:5][C:4]=1[NH:24][C:25](=[O:35])[CH2:26][N:27]1[CH2:28][CH2:29][N:40]([CH3:38])[CH2:32][CH2:33]1. Given the reactants [CH3:1][O:2][C:3]1[CH:8]=[CH:7][C:6]([NH:9][C:10]([C:12]2[CH:17]=[CH:16][C:15]([C:18]3[CH:23]=[CH:22][CH:21]=[CH:20][CH:19]=3)=[CH:14][CH:13]=2)=[O:11])=[CH:5][C:4]=1[NH:24][C:25](=[O:35])[CH2:26][N:27]1[CH2:33][CH:32]2O[CH:29](CC2)[CH2:28]1.ClC[C:38]([NH:40]C1C=C(NC(C2C=CC(C3C=CC=CC=3)=CC=2)=O)C=CC=1OC)=O.CN1CCNCC1.C(N(CC)CC)C, predict the reaction product.